This data is from Full USPTO retrosynthesis dataset with 1.9M reactions from patents (1976-2016). The task is: Predict the reactants needed to synthesize the given product. (1) Given the product [C:13]([OH:15])(=[O:14])/[CH:12]=[CH:11]/[CH:10]=[CH:9]/[CH2:8][CH2:7][C:6]#[C:5][C:4]#[CH:3], predict the reactants needed to synthesize it. The reactants are: C[Si](C)(C)[C:3]#[C:4][C:5]#[C:6][CH2:7][CH2:8]/[CH:9]=[CH:10]/[CH:11]=[CH:12]/[C:13]([O:15]C)=[O:14].[OH-].[Na+]. (2) Given the product [C:4]([O:8][C:9]([N:2]([CH3:1])[NH2:3])=[O:11])([CH3:7])([CH3:6])[CH3:5], predict the reactants needed to synthesize it. The reactants are: [CH3:1][NH:2][NH2:3].[C:4]([O:8][C:9]([O:11]C(OC(C)(C)C)=O)=O)([CH3:7])([CH3:6])[CH3:5]. (3) Given the product [CH3:22][N:7]([C:8]1[CH:13]=[CH:12][CH:11]=[C:10]([N+:14]([O-:16])=[O:15])[CH:9]=1)[C:6](=[O:17])[O:5][C:1]([CH3:4])([CH3:2])[CH3:3], predict the reactants needed to synthesize it. The reactants are: [C:1]([O:5][C:6](=[O:17])[NH:7][C:8]1[CH:13]=[CH:12][CH:11]=[C:10]([N+:14]([O-:16])=[O:15])[CH:9]=1)([CH3:4])([CH3:3])[CH3:2].N#N.[H-].[Na+].[CH3:22]I. (4) The reactants are: [N+:1]([C:4]1[CH:17]=[CH:16][C:15]2[C:14]3[C:9](=[CH:10][CH:11]=[CH:12][CH:13]=3)[CH2:8][CH2:7][C:6]=2[CH:5]=1)([O-])=O.C(O)C.O.NN. Given the product [NH2:1][C:4]1[CH:17]=[CH:16][C:15]2[C:14]3[C:9](=[CH:10][CH:11]=[CH:12][CH:13]=3)[CH2:8][CH2:7][C:6]=2[CH:5]=1, predict the reactants needed to synthesize it. (5) Given the product [NH4+:8].[OH-:28].[Br:1][C:2]1[C:6]2[C:7]([NH2:19])=[N:8][CH:9]=[C:10]([C:11]3[CH:16]=[CH:15][CH:14]=[C:13]([CH2:17][N:24]4[CH2:25][CH2:26][N:21]([CH3:20])[CH2:22][CH2:23]4)[CH:12]=3)[C:5]=2[S:4][CH:3]=1, predict the reactants needed to synthesize it. The reactants are: [Br:1][C:2]1[C:6]2[C:7]([NH2:19])=[N:8][CH:9]=[C:10]([C:11]3[CH:16]=[CH:15][CH:14]=[C:13]([CH2:17]Cl)[CH:12]=3)[C:5]=2[S:4][CH:3]=1.[CH3:20][N:21]1[CH2:26][CH2:25][NH:24][CH2:23][CH2:22]1.C([O-])([O-])=[O:28].[K+].[K+]. (6) Given the product [CH3:8][C:6]1[CH:7]=[C:2]([CH3:1])[N:3]=[C:4]([N:9]2[C@@H:16]3[C@@H:11]([CH2:12][CH2:13][N:14]([C:23]([C:22]4[CH:26]=[C:18]([CH3:17])[CH:19]=[CH:20][C:21]=4[C:27]4[N:28]=[CH:29][CH:30]=[CH:31][N:32]=4)=[O:24])[CH2:15]3)[CH2:10]2)[N:5]=1, predict the reactants needed to synthesize it. The reactants are: [CH3:1][C:2]1[CH:7]=[C:6]([CH3:8])[N:5]=[C:4]([N:9]2[C@@H:16]3[C@@H:11]([CH2:12][CH2:13][NH:14][CH2:15]3)[CH2:10]2)[N:3]=1.[CH3:17][C:18]1[CH:19]=[CH:20][C:21]([C:27]2[N:32]=[CH:31][CH:30]=[CH:29][N:28]=2)=[C:22]([CH:26]=1)[C:23](O)=[O:24].C1C=NC2N(O)N=NC=2C=1.Cl.CN(C)CCCN=C=NCC. (7) Given the product [CH3:2][O:3][C:4](=[O:16])[C@@H:5]([NH:15][C:32](=[O:33])[C:31]1[CH:35]=[CH:36][C:37]([I:39])=[CH:38][C:30]=1[NH:29][S:26]([C:22]1[C:19]2=[N:20][S:21][N:17]=[C:18]2[CH:25]=[CH:24][CH:23]=1)(=[O:28])=[O:27])[CH2:6][C:7]1[CH:12]=[CH:11][C:10]([Cl:13])=[C:9]([Cl:14])[CH:8]=1, predict the reactants needed to synthesize it. The reactants are: Cl.[CH3:2][O:3][C:4](=[O:16])[CH:5]([NH2:15])[CH2:6][C:7]1[CH:12]=[CH:11][C:10]([Cl:13])=[C:9]([Cl:14])[CH:8]=1.[N:17]1[S:21][N:20]=[C:19]2[C:22]([S:26]([NH:29][C:30]3[CH:38]=[C:37]([I:39])[CH:36]=[CH:35][C:31]=3[C:32](O)=[O:33])(=[O:28])=[O:27])=[CH:23][CH:24]=[CH:25][C:18]=12.